From a dataset of Forward reaction prediction with 1.9M reactions from USPTO patents (1976-2016). Predict the product of the given reaction. (1) The product is: [C:1]1([CH:7]([C:11]2[CH:16]=[CH:15][CH:14]=[CH:13][CH:12]=2)[C:8]([NH:17][CH2:18][CH2:19][CH2:20][N:21]2[CH2:22][CH2:23][CH:24]([C:27]3[N:32]=[C:31]([NH:33][C:34](=[O:38])[CH:35]([CH3:36])[CH3:37])[CH:30]=[CH:29][CH:28]=3)[CH2:25][CH2:26]2)=[O:9])[CH:6]=[CH:5][CH:4]=[CH:3][CH:2]=1. Given the reactants [C:1]1([CH:7]([C:11]2[CH:16]=[CH:15][CH:14]=[CH:13][CH:12]=2)[C:8](Cl)=[O:9])[CH:6]=[CH:5][CH:4]=[CH:3][CH:2]=1.[NH2:17][CH2:18][CH2:19][CH2:20][N:21]1[CH2:26][CH2:25][CH:24]([C:27]2[N:32]=[C:31]([NH:33][C:34](=[O:38])[CH:35]([CH3:37])[CH3:36])[CH:30]=[CH:29][CH:28]=2)[CH2:23][CH2:22]1, predict the reaction product. (2) Given the reactants [C:1]([O:5][CH:6]([C:11]1[C:12]([C:21]2[CH:22]=[C:23]3[C:28](=[CH:29][CH:30]=2)[O:27][CH2:26][CH2:25][CH2:24]3)=[C:13]2[CH:20]=[CH:19][NH:18][C:14]2=[N:15][C:16]=1[CH3:17])[C:7]([O:9]C)=[O:8])([CH3:4])([CH3:3])[CH3:2].[F:31][C:32]1[CH:33]=[CH:34][C:35]([CH3:40])=[C:36]([CH:39]=1)[CH2:37]Br, predict the reaction product. The product is: [C:1]([O:5][CH:6]([C:11]1[C:12]([C:21]2[CH:22]=[C:23]3[C:28](=[CH:29][CH:30]=2)[O:27][CH2:26][CH2:25][CH2:24]3)=[C:13]2[CH:20]=[CH:19][N:18]([CH2:37][C:36]3[CH:39]=[C:32]([F:31])[CH:33]=[CH:34][C:35]=3[CH3:40])[C:14]2=[N:15][C:16]=1[CH3:17])[C:7]([OH:9])=[O:8])([CH3:4])([CH3:3])[CH3:2].